The task is: Predict the reaction yield, written as a fraction of the theoretical maximum amount of product (1.0 means a 100% yield; for example, 0.34 means a 34% yield).. This data is from Reaction yield outcomes from USPTO patents with 853,638 reactions. (1) The reactants are [N:1]1[CH:6]=[CH:5][C:4]([CH2:7][CH2:8][NH+:9]([O-])[C:10](=[O:16])[O:11][C:12]([CH3:15])([CH3:14])[CH3:13])=[CH:3][CH:2]=1.C[Si]([C:22]#[N:23])(C)C.CN(C)C(Cl)=O. The catalyst is [N+](CC)([O-])=O. The product is [C:22]([C:2]1[CH:3]=[C:4]([CH2:7][CH2:8][NH:9][C:10](=[O:16])[O:11][C:12]([CH3:15])([CH3:14])[CH3:13])[CH:5]=[CH:6][N:1]=1)#[N:23]. The yield is 0.860. (2) The reactants are [CH2:1]([C@@H:3]1[CH2:8][C@H:7]2[CH2:9][C@@H:4]1[C:5](=[O:10])[O:6]2)[CH3:2].[NH:11]([C:13]1[N:14]=[C:15]2[CH:21]=[CH:20][N:19]([S:22]([C:25]3[CH:31]=[CH:30][C:28]([CH3:29])=[CH:27][CH:26]=3)(=[O:24])=[O:23])[C:16]2=[N:17][CH:18]=1)[NH2:12].C[Al](C)C.Cl. The catalyst is O1CCOCC1. The product is [CH2:1]([C@@H:3]1[CH2:8][C@H:7]([OH:6])[CH2:9][C@@H:4]1[C:5]([NH:12][NH:11][C:13]1[N:14]=[C:15]2[CH:21]=[CH:20][N:19]([S:22]([C:25]3[CH:31]=[CH:30][C:28]([CH3:29])=[CH:27][CH:26]=3)(=[O:24])=[O:23])[C:16]2=[N:17][CH:18]=1)=[O:10])[CH3:2]. The yield is 0.710. (3) The reactants are C1(P(C2C=CC=CC=2)C2C=CC=CC=2)C=CC=CC=1.[Br:20][C:21]1[CH:26]=[CH:25][C:24]([C:27]([CH3:32])([CH2:30][OH:31])[CH2:28]O)=[CH:23][CH:22]=1.N(C(OCC)=O)=NC(OCC)=O. The catalyst is C1(C)C=CC=CC=1. The product is [Br:20][C:21]1[CH:26]=[CH:25][C:24]([C:27]2([CH3:32])[CH2:30][O:31][CH2:28]2)=[CH:23][CH:22]=1. The yield is 0.810.